This data is from Tyrosyl-DNA phosphodiesterase HTS with 341,365 compounds. The task is: Binary Classification. Given a drug SMILES string, predict its activity (active/inactive) in a high-throughput screening assay against a specified biological target. (1) The drug is O(c1c(n(nc1C)c1[nH]c(cc(=O)n1)C)C)c1c(O)cccc1. The result is 0 (inactive). (2) The drug is s1c(nc(c1)c1cc([N+]([O-])=O)ccc1)c1cc2c(n(c1=O)c1ccc(F)cc1)CC(CC2=O)c1ccc(OC)cc1. The result is 0 (inactive). (3) The molecule is S1C2N(C(=O)C2NC(=O)C(S([O-])(=O)=O)c2ccccc2)C(=C(C1)C[n+]1ccc(cc1)C(=O)N)C([O-])=O. The result is 1 (active). (4) The molecule is Brc1oc(C(=O)Nc2n(c3nc4c(nc3c2C#N)cccc4)c2ccc(OC)cc2)cc1. The result is 1 (active). (5) The molecule is o1c2c(c3c1c(OC)c(O)c(O)c3)c(oc1c2cc(cc1)C)=O. The result is 0 (inactive). (6) The drug is O=C(NCC=C)c1ccc(n2cccc2)cc1. The result is 0 (inactive). (7) The compound is s1c(C(=O)N2CC(CCC2)(Cc2c(F)cccc2)CO)c(cc1)C. The result is 0 (inactive).